This data is from Forward reaction prediction with 1.9M reactions from USPTO patents (1976-2016). The task is: Predict the product of the given reaction. (1) Given the reactants [O:1]=[C:2]1[CH2:7][CH2:6][CH:5]([C:8]([O:10][CH2:11][CH3:12])=[O:9])[CH2:4][CH2:3]1.N1CCC[CH2:14]1.CI.O, predict the reaction product. The product is: [CH2:11]([O:10][C:8]([CH:5]1[CH2:6][CH2:7][C:2](=[O:1])[CH:3]([CH3:14])[CH2:4]1)=[O:9])[CH3:12]. (2) Given the reactants C[O:2][C:3]1[CH:8]=[C:7]([C:9]2[CH:18]=[CH:17][C:16]3[C:11](=[CH:12][CH:13]=[C:14]([O:19]C)[CH:15]=3)[CH:10]=2)[CH:6]=[CH:5][C:4]=1[NH:21][C:22](=[O:24])[CH3:23].B(Br)(Br)Br, predict the reaction product. The product is: [OH:2][C:3]1[CH:8]=[C:7]([C:9]2[CH:18]=[CH:17][C:16]3[C:11](=[CH:12][CH:13]=[C:14]([OH:19])[CH:15]=3)[CH:10]=2)[CH:6]=[CH:5][C:4]=1[NH:21][C:22](=[O:24])[CH3:23]. (3) Given the reactants C1(O)C=CC=CC=1.[O-]O.[C:10]1([CH:16]([CH3:18])[CH3:17])[CH:15]=[CH:14][CH:13]=[CH:12][CH:11]=1.[CH3:17][C:16]([CH3:18])([C:10]1[CH:15]=[CH:14][CH:13]=[CH:12][CH:11]=1)O, predict the reaction product. The product is: [CH3:18][C:16]([C:10]1[CH:15]=[CH:14][CH:13]=[CH:12][CH:11]=1)=[CH2:17]. (4) Given the reactants [Br:1][C:2]1[C:3](Cl)=[C:4]2[C:10]([C:11]3[CH:16]=[CH:15][CH:14]=[CH:13][C:12]=3[O:17][CH3:18])=[CH:9][N:8]([CH2:19][O:20][CH2:21][CH2:22][Si:23]([CH3:26])([CH3:25])[CH3:24])[C:5]2=[N:6][CH:7]=1.CO[CH:30]([OH:37])[C:31]1[CH:36]=[CH:35][CH:34]=[CH:33][CH:32]=1.[H-].[Na+].CN(C)[CH:42]=[O:43], predict the reaction product. The product is: [Br:1][C:2]1[C:3]([O:37][CH2:30][C:31]2[CH:32]=[CH:33][C:34]([O:43][CH3:42])=[CH:35][CH:36]=2)=[C:4]2[C:10]([C:11]3[CH:16]=[CH:15][CH:14]=[CH:13][C:12]=3[O:17][CH3:18])=[CH:9][N:8]([CH2:19][O:20][CH2:21][CH2:22][Si:23]([CH3:26])([CH3:25])[CH3:24])[C:5]2=[N:6][CH:7]=1. (5) Given the reactants C[O:2][C:3](=O)[CH2:4][C:5](=[O:28])[CH2:6][C:7]([CH:23]1[CH2:27][CH2:26][CH2:25][CH2:24]1)([OH:22])[CH2:8][CH2:9][C:10]#[C:11][C:12]1[CH:17]=[CH:16][CH:15]=[C:14]([S:18](=[O:21])(=[O:20])[NH2:19])[CH:13]=1.COC(=O)CC(=O)CC(C1CCCC1)(O)CCC#CC1C=C(C)C(O)=CC=1C, predict the reaction product. The product is: [CH:23]1([C:7]2([CH2:8][CH2:9][C:10]#[C:11][C:12]3[CH:13]=[C:14]([S:18]([NH2:19])(=[O:20])=[O:21])[CH:15]=[CH:16][CH:17]=3)[CH2:6][C:5](=[O:28])[CH2:4][C:3](=[O:2])[O:22]2)[CH2:24][CH2:25][CH2:26][CH2:27]1.